Predict which catalyst facilitates the given reaction. From a dataset of Catalyst prediction with 721,799 reactions and 888 catalyst types from USPTO. Reactant: [CH3:1][O:2][C:3]1[CH:4]=[C:5]([CH:8]=[C:9]([O:13][CH3:14])[C:10]=1[O:11][CH3:12])[CH:6]=O. Product: [CH3:14][O:13][C:9]1[CH:8]=[C:5]([CH3:6])[CH:4]=[C:3]([O:2][CH3:1])[C:10]=1[O:11][CH3:12]. The catalyst class is: 285.